From a dataset of Full USPTO retrosynthesis dataset with 1.9M reactions from patents (1976-2016). Predict the reactants needed to synthesize the given product. (1) Given the product [Br:1][C:2]1[CH:7]=[CH:6][C:5]([C@H:8]2[C@H:13]([C:14]3[CH:15]=[N:16][CH:17]=[CH:18][CH:19]=3)[CH2:12][CH2:11][NH:10][CH2:9]2)=[C:4]([Cl:22])[CH:3]=1, predict the reactants needed to synthesize it. The reactants are: [Br:1][C:2]1[CH:7]=[CH:6][C:5]([C@H:8]2[C@H:13]([C:14]3[CH:15]=[N:16][CH:17]=[CH:18][CH:19]=3)[CH2:12][C:11](=O)[NH:10][C:9]2=O)=[C:4]([Cl:22])[CH:3]=1.C(Cl)Cl. (2) Given the product [Br:1][C:2]1[CH:7]=[CH:6][C:5]([NH:8][C:9](=[O:40])[CH:10]([N:19]2[C:23](=[O:24])[CH:22]([C:25]3[CH:26]=[CH:27][C:28]([O:31][CH2:32][CH2:33][OH:34])=[CH:29][CH:30]=3)[NH:21][C:20]2=[O:39])[CH:11]([C:13]2[CH:14]=[CH:15][CH:16]=[CH:17][CH:18]=2)[CH3:12])=[C:4]([Cl:41])[CH:3]=1, predict the reactants needed to synthesize it. The reactants are: [Br:1][C:2]1[CH:7]=[CH:6][C:5]([NH:8][C:9](=[O:40])[CH:10]([N:19]2[C:23](=[O:24])[CH:22]([C:25]3[CH:30]=[CH:29][C:28]([O:31][CH2:32][CH2:33][O:34]C(C)(C)C)=[CH:27][CH:26]=3)[NH:21][C:20]2=[O:39])[CH:11]([C:13]2[CH:18]=[CH:17][CH:16]=[CH:15][CH:14]=2)[CH3:12])=[C:4]([Cl:41])[CH:3]=1.C(#N)C.C[Si](Cl)(C)C.[I-].[Na+]. (3) Given the product [N+:1]([O:4][CH2:5][CH2:6][CH2:7][CH2:8][OH:9])([O-:3])=[O:2], predict the reactants needed to synthesize it. The reactants are: [N+:1]([O:4][CH2:5][CH2:6][CH2:7][CH2:8][O:9]C(=O)C)([O-:3])=[O:2]. (4) The reactants are: [Cl:1][C:2]1[CH:29]=[CH:28][C:5]2[N:6]([C@@H:23]3[CH2:27][CH2:26][NH:25][CH2:24]3)[C:7]([CH2:9][N:10]3[C:14]4=[CH:15][N:16]=[CH:17][CH:18]=[C:13]4[C:12]([S:19]([CH3:22])(=[O:21])=[O:20])=[N:11]3)=[N:8][C:4]=2[CH:3]=1.Br[CH2:31][CH2:32][OH:33].C([O-])([O-])=O.[Cs+].[Cs+]. Given the product [Cl:1][C:2]1[CH:29]=[CH:28][C:5]2[N:6]([C@@H:23]3[CH2:27][CH2:26][N:25]([CH2:31][CH2:32][OH:33])[CH2:24]3)[C:7]([CH2:9][N:10]3[C:14]4=[CH:15][N:16]=[CH:17][CH:18]=[C:13]4[C:12]([S:19]([CH3:22])(=[O:20])=[O:21])=[N:11]3)=[N:8][C:4]=2[CH:3]=1, predict the reactants needed to synthesize it. (5) The reactants are: [F:1][C:2]1[CH:23]=[C:22]([C:24]#[C:25][CH2:26][OH:27])[CH:21]=[CH:20][C:3]=1[NH:4][C:5]1[C:6]([C:13]([NH:15][CH2:16][CH2:17][CH2:18][OH:19])=[O:14])=[CH:7][N:8]([CH3:12])[C:9](=[O:11])[CH:10]=1. Given the product [F:1][C:2]1[CH:23]=[C:22]([CH2:24][CH2:25][CH2:26][OH:27])[CH:21]=[CH:20][C:3]=1[NH:4][C:5]1[C:6]([C:13]([NH:15][CH2:16][CH2:17][CH2:18][OH:19])=[O:14])=[CH:7][N:8]([CH3:12])[C:9](=[O:11])[CH:10]=1, predict the reactants needed to synthesize it. (6) Given the product [F:18][C:13]1[CH:14]=[CH:15][CH:16]=[CH:17][C:12]=1[N:11]1[C:7]([C:1]2[CH:2]=[CH:3][CH:4]=[CH:5][CH:6]=2)=[C:8]([C:19]2[O:21][N:40]=[C:23]([C:24]3[CH:29]=[CH:28][C:27]([CH2:30][CH2:31][C:32]([O:34][C:35]([CH3:37])([CH3:36])[CH3:38])=[O:33])=[CH:26][C:25]=3[CH3:39])[N:22]=2)[N:9]=[N:10]1, predict the reactants needed to synthesize it. The reactants are: [C:1]1([C:7]2[N:11]([C:12]3[CH:17]=[CH:16][CH:15]=[CH:14][C:13]=3[F:18])[N:10]=[N:9][C:8]=2[C:19]([OH:21])=O)[CH:6]=[CH:5][CH:4]=[CH:3][CH:2]=1.[NH2:22][C:23](=[N:40]O)[C:24]1[CH:29]=[CH:28][C:27]([CH2:30][CH2:31][C:32]([O:34][C:35]([CH3:38])([CH3:37])[CH3:36])=[O:33])=[CH:26][C:25]=1[CH3:39].